This data is from CYP2C19 inhibition data for predicting drug metabolism from PubChem BioAssay. The task is: Regression/Classification. Given a drug SMILES string, predict its absorption, distribution, metabolism, or excretion properties. Task type varies by dataset: regression for continuous measurements (e.g., permeability, clearance, half-life) or binary classification for categorical outcomes (e.g., BBB penetration, CYP inhibition). Dataset: cyp2c19_veith. (1) The compound is C/C(=N\N=C(c1ccccc1)c1ccccc1)c1cccs1. The result is 1 (inhibitor). (2) The compound is Ic1ccccc1CN[C@@H]1C2CCN(CC2)[C@H]1C(c1ccccc1)c1ccccc1. The result is 0 (non-inhibitor). (3) The drug is CN(C(=O)Cc1ccc(Cl)c(Cl)c1)[C@H](CN1CCCC1)c1ccccc1. The result is 1 (inhibitor). (4) The result is 0 (non-inhibitor). The compound is COC(Cc1nnc(SC)n1-c1ccccc1)OC. (5) The drug is Cc1ccc(S(=O)(=O)c2nc(S(=O)(=O)c3ccc(C)cc3)c(NCc3ccco3)s2)cc1. The result is 1 (inhibitor).